Dataset: Forward reaction prediction with 1.9M reactions from USPTO patents (1976-2016). Task: Predict the product of the given reaction. (1) Given the reactants Cl[C:2]([O:4][CH2:5][C:6]1[CH:11]=[CH:10][CH:9]=[CH:8][CH:7]=1)=[O:3].Cl.Cl.[NH:14]1[CH2:19][CH2:18][NH:17][CH2:16][CH:15]1[C:20]([OH:22])=[O:21].[C:23]([O-:26])([O-])=[O:24].[Na+].[Na+].Cl, predict the reaction product. The product is: [CH2:5]([O:4][C:2]([N:14]1[CH2:19][CH2:18][N:17]([C:23]([O:26][CH2:5][C:6]2[CH:11]=[CH:10][CH:9]=[CH:8][CH:7]=2)=[O:24])[CH2:16][CH:15]1[C:20]([OH:22])=[O:21])=[O:3])[C:6]1[CH:11]=[CH:10][CH:9]=[CH:8][CH:7]=1. (2) Given the reactants [C:1]([O:5][C:6](=[O:23])[CH2:7][O:8][CH:9]1[CH2:13][CH2:12][N:11]([C:14]2[CH:19]=[CH:18][C:17]([N+:20]([O-])=O)=[CH:16][N:15]=2)[CH2:10]1)([CH3:4])([CH3:3])[CH3:2].[C:24]1([C:30]2[O:31][C:32]([C:38]([F:41])([F:40])[F:39])=[C:33]([C:35](O)=[O:36])[N:34]=2)[CH:29]=[CH:28][CH:27]=[CH:26][CH:25]=1.CCN(CC)CC.F[P-](F)(F)(F)(F)F.N1(O[P+](N(C)C)(N(C)C)N(C)C)C2C=CC=CC=2N=N1, predict the reaction product. The product is: [C:1]([O:5][C:6](=[O:23])[CH2:7][O:8][CH:9]1[CH2:13][CH2:12][N:11]([C:14]2[CH:19]=[CH:18][C:17]([NH:20][C:35]([C:33]3[N:34]=[C:30]([C:24]4[CH:29]=[CH:28][CH:27]=[CH:26][CH:25]=4)[O:31][C:32]=3[C:38]([F:40])([F:41])[F:39])=[O:36])=[CH:16][N:15]=2)[CH2:10]1)([CH3:4])([CH3:3])[CH3:2]. (3) Given the reactants [Br:1][C:2]1[CH:3]=[CH:4][C:5]([O:21][CH2:22][C:23]2[CH:28]=[CH:27][C:26]([F:29])=[CH:25][CH:24]=2)=[C:6]([C:8]2[N:9]([C:14]3[N:19]=[C:18](Br)[CH:17]=[CH:16][CH:15]=3)[C:10]([CH3:13])=[CH:11][CH:12]=2)[CH:7]=1.C(N(CC)CC)C.[CH3:37][CH2:38][O:39][C:40](C)=[O:41], predict the reaction product. The product is: [CH3:3][CH2:4][CH2:5][CH:6]([CH3:8])[CH3:7].[CH2:38]([O:39][C:40](=[O:41])[C:18]1[CH:17]=[CH:16][CH:15]=[C:14]([N:9]2[C:10]([CH3:13])=[CH:11][CH:12]=[C:8]2[C:6]2[CH:7]=[C:2]([Br:1])[CH:3]=[CH:4][C:5]=2[O:21][CH2:22][C:23]2[CH:28]=[CH:27][C:26]([F:29])=[CH:25][CH:24]=2)[N:19]=1)[CH3:37]. (4) Given the reactants [F:1][C:2]([F:36])([F:35])[S:3]([O:6][C:7]1[C:12]([O:13][CH3:14])=[C:11](OS(C(F)(F)F)(=O)=O)[N:10]=[C:9]([N:23]2[CH2:27][CH2:26][CH2:25][C@H:24]2[C:28]2[CH:33]=[CH:32][C:31]([CH3:34])=[CH:30][CH:29]=2)[N:8]=1)(=[O:5])=[O:4].[NH2:37][C:38]1[S:39][C:40]([C:43]#[N:44])=[CH:41][N:42]=1.CC1(C)C2C(=C(P(C3C=CC=CC=3)C3C=CC=CC=3)C=CC=2)OC2C(P(C3C=CC=CC=3)C3C=CC=CC=3)=CC=CC1=2.P([O-])([O-])([O-])=O.[K+].[K+].[K+], predict the reaction product. The product is: [F:1][C:2]([F:35])([F:36])[S:3]([O:6][C:7]1[C:12]([O:13][CH3:14])=[C:11]([NH:37][C:38]2[S:39][C:40]([C:43]#[N:44])=[CH:41][N:42]=2)[N:10]=[C:9]([N:23]2[CH2:27][CH2:26][CH2:25][C@H:24]2[C:28]2[CH:33]=[CH:32][C:31]([CH3:34])=[CH:30][CH:29]=2)[N:8]=1)(=[O:4])=[O:5]. (5) Given the reactants [NH2:1][C@H:2]([C:5]([OH:7])=[O:6])[CH2:3][SH:4].[Na].Cl.[CH2:10]([OH:12])C, predict the reaction product. The product is: [NH:1]1[O:12][CH2:10][S:4][CH2:3][CH:2]1[C:5]([OH:7])=[O:6].